Dataset: Forward reaction prediction with 1.9M reactions from USPTO patents (1976-2016). Task: Predict the product of the given reaction. (1) Given the reactants [F:1][C:2]1[CH:7]=[CH:6][C:5]([C:8]2[CH2:12][CH:11]([CH2:13][CH2:14][CH2:15][CH:16]=O)[O:10][N:9]=2)=[CH:4][CH:3]=1.[C:18]1([CH:24]([C:31]2[CH:36]=[CH:35][CH:34]=[CH:33][CH:32]=2)[N:25]2[CH2:30][CH2:29][NH:28][CH2:27][CH2:26]2)[CH:23]=[CH:22][CH:21]=[CH:20][CH:19]=1.[BH-](OC(C)=O)(OC(C)=O)OC(C)=O.[Na+], predict the reaction product. The product is: [CH:24]([N:25]1[CH2:30][CH2:29][N:28]([CH2:16][CH2:15][CH2:14][CH2:13][CH:11]2[O:10][N:9]=[C:8]([C:5]3[CH:6]=[CH:7][C:2]([F:1])=[CH:3][CH:4]=3)[CH2:12]2)[CH2:27][CH2:26]1)([C:31]1[CH:36]=[CH:35][CH:34]=[CH:33][CH:32]=1)[C:18]1[CH:23]=[CH:22][CH:21]=[CH:20][CH:19]=1. (2) Given the reactants [NH2:1][C:2]1[CH:7]=[CH:6][C:5]([CH2:8][CH2:9][CH2:10][CH2:11][O:12][C:13]2[CH:18]=[CH:17][C:16]([CH2:19][C@H:20]([O:24][CH2:25][CH3:26])[C:21]([OH:23])=[O:22])=[CH:15][CH:14]=2)=[CH:4][CH:3]=1.[C:27]([O:31][C:32]([NH:34][C:35](=[N:38][C:39]([O:41][C:42]([CH3:45])([CH3:44])[CH3:43])=[O:40])SC)=[O:33])([CH3:30])([CH3:29])[CH3:28].C(N(CC)C(C)C)(C)C.C(Cl)Cl, predict the reaction product. The product is: [C:42]([O:41][C:39]([NH:38][C:35]([NH:1][C:2]1[CH:3]=[CH:4][C:5]([CH2:8][CH2:9][CH2:10][CH2:11][O:12][C:13]2[CH:14]=[CH:15][C:16]([CH2:19][C@H:20]([O:24][CH2:25][CH3:26])[C:21]([OH:23])=[O:22])=[CH:17][CH:18]=2)=[CH:6][CH:7]=1)=[N:34][C:32]([O:31][C:27]([CH3:30])([CH3:29])[CH3:28])=[O:33])=[O:40])([CH3:45])([CH3:44])[CH3:43]. (3) Given the reactants CCN(C(C)C)C(C)C.[O:10]([C:17]1[CH:29]=[CH:28][C:20]([C:21]([NH:23][CH2:24][C:25]([OH:27])=O)=[O:22])=[CH:19][CH:18]=1)[C:11]1[CH:16]=[CH:15][CH:14]=[CH:13][CH:12]=1.CCN=C=NCCCN(C)C.C1C=CC2N(O)N=NC=2C=1.[CH2:51]([N:58]1[CH2:63][CH2:62][NH:61][CH2:60][CH2:59]1)[C:52]1[CH:57]=[CH:56][CH:55]=[CH:54][CH:53]=1, predict the reaction product. The product is: [CH2:51]([N:58]1[CH2:63][CH2:62][N:61]([C:25](=[O:27])[CH2:24][NH:23][C:21](=[O:22])[C:20]2[CH:19]=[CH:18][C:17]([O:10][C:11]3[CH:12]=[CH:13][CH:14]=[CH:15][CH:16]=3)=[CH:29][CH:28]=2)[CH2:60][CH2:59]1)[C:52]1[CH:53]=[CH:54][CH:55]=[CH:56][CH:57]=1. (4) Given the reactants [N+:1]([C:4]1[CH:5]=[C:6]([CH:10]=[C:11]([C:13]2[S:14][C:15]3[CH:16]=[N:17][CH:18]=[CH:19][C:20]=3[N:21]=2)[CH:12]=1)[C:7](O)=[O:8])([O-:3])=[O:2].CN1CCOCC1.ClC(OCC(C)C)=O.[BH4-].[Na+], predict the reaction product. The product is: [N+:1]([C:4]1[CH:5]=[C:6]([CH2:7][OH:8])[CH:10]=[C:11]([C:13]2[S:14][C:15]3[CH:16]=[N:17][CH:18]=[CH:19][C:20]=3[N:21]=2)[CH:12]=1)([O-:3])=[O:2].